The task is: Predict the product of the given reaction.. This data is from Forward reaction prediction with 1.9M reactions from USPTO patents (1976-2016). (1) Given the reactants Br[C:2]1[CH:7]=[CH:6][C:5]([C:8]([CH2:24][CH2:25][Cl:26])=[C:9]([C:17]2[CH:22]=[CH:21][C:20]([OH:23])=[CH:19][CH:18]=2)[C:10]2[CH:15]=[CH:14][C:13]([OH:16])=[CH:12][CH:11]=2)=[CH:4][CH:3]=1.[C:27]([O:31][CH2:32][CH3:33])(=[O:30])[CH:28]=[CH2:29], predict the reaction product. The product is: [Cl:26][CH2:25][CH2:24][C:8]([C:5]1[CH:6]=[CH:7][C:2](/[CH:29]=[CH:28]/[C:27]([O:31][CH2:32][CH3:33])=[O:30])=[CH:3][CH:4]=1)=[C:9]([C:17]1[CH:22]=[CH:21][C:20]([OH:23])=[CH:19][CH:18]=1)[C:10]1[CH:11]=[CH:12][C:13]([OH:16])=[CH:14][CH:15]=1. (2) Given the reactants [Na].[C:2]([C:10]([O:16][CH2:17][CH2:18][O:19][C:20]1C=CC=[CH:22][CH:21]=1)(S([O-])(=O)=O)C)(CC(C)(C)C)(C)[CH3:3].[Na+].S1C2C=CC=CC=2C=N1.FF.[OH2:38], predict the reaction product. The product is: [C:20]([OH:38])(=[O:19])[CH:21]=[CH2:22].[C:10]([O:16][CH2:17][CH3:18])(=[O:38])[CH:2]=[CH2:3]. (3) Given the reactants [C:1]([C:4]1[C:5]([C:19](=[O:21])[CH3:20])=[C:6]([CH3:18])[N:7]([C:10]2[CH:15]=[CH:14][C:13]([OH:16])=[C:12]([CH3:17])[CH:11]=2)[C:8]=1[CH3:9])(=[O:3])[CH3:2].Br[CH2:23][CH3:24].C([O-])([O-])=O.[K+].[K+], predict the reaction product. The product is: [C:1]([C:4]1[C:5]([C:19](=[O:21])[CH3:20])=[C:6]([CH3:18])[N:7]([C:10]2[CH:15]=[CH:14][C:13]([O:16][CH2:23][CH3:24])=[C:12]([CH3:17])[CH:11]=2)[C:8]=1[CH3:9])(=[O:3])[CH3:2]. (4) Given the reactants [F:1][C:2]([F:35])([F:34])[C:3]1[CH:4]=[C:5]([NH:9][C:10]([N:12]2[C:20]3[C:15](=[CH:16][C:17]([O:21][C:22]4[CH:27]=[CH:26][N:25]=[C:24]([CH2:28]OS(C)(=O)=O)[CH:23]=4)=[CH:18][CH:19]=3)[CH:14]=[CH:13]2)=[O:11])[CH:6]=[CH:7][CH:8]=1.[N-:36]=[N+:37]=[N-:38].[Na+], predict the reaction product. The product is: [F:35][C:2]([F:34])([F:1])[C:3]1[CH:4]=[C:5]([NH:9][C:10]([N:12]2[C:20]3[C:15](=[CH:16][C:17]([O:21][C:22]4[CH:27]=[CH:26][N:25]=[C:24]([CH2:28][N:36]=[N+:37]=[N-:38])[CH:23]=4)=[CH:18][CH:19]=3)[CH:14]=[CH:13]2)=[O:11])[CH:6]=[CH:7][CH:8]=1. (5) Given the reactants CCCCO[C@H:6]([CH2:9]O)CC.[C:11]([O-:24])(=[O:23])[CH2:12][CH2:13]CCCCCCCCC.[C:25]([O-:38])(=[O:37])CCCCCCCCCCC.C([Sn+2]CCCC)CCC.O=C=[N:50]C1CC(C)(C)CC(C)(CN=C=O)C1, predict the reaction product. The product is: [C:11]([OH:24])(=[O:23])[CH:12]=[CH2:13].[NH2:50][C:25]([O:38][CH2:6][CH3:9])=[O:37]. (6) Given the reactants [OH:1][N:2]=[C:3]([C:5]1[CH:13]=[CH:12][C:11]2[NH:10][C:9]3[CH:14]([CH2:17][C:18]([O:20][CH2:21][CH3:22])=[O:19])[CH2:15][CH2:16][C:8]=3[C:7]=2[CH:6]=1)[NH2:4].[C:23]([C:25]1[CH:26]=[C:27]([CH:31]=[CH:32][C:33]=1[F:34])[C:28](Cl)=O)#[N:24], predict the reaction product. The product is: [C:23]([C:25]1[CH:26]=[C:27]([C:28]2[O:1][N:2]=[C:3]([C:5]3[CH:13]=[CH:12][C:11]4[NH:10][C:9]5[CH:14]([CH2:17][C:18]([O:20][CH2:21][CH3:22])=[O:19])[CH2:15][CH2:16][C:8]=5[C:7]=4[CH:6]=3)[N:4]=2)[CH:31]=[CH:32][C:33]=1[F:34])#[N:24].